Task: Regression. Given two drug SMILES strings and cell line genomic features, predict the synergy score measuring deviation from expected non-interaction effect.. Dataset: NCI-60 drug combinations with 297,098 pairs across 59 cell lines (1) Drug 1: CS(=O)(=O)C1=CC(=C(C=C1)C(=O)NC2=CC(=C(C=C2)Cl)C3=CC=CC=N3)Cl. Drug 2: CC1=CC2C(CCC3(C2CCC3(C(=O)C)OC(=O)C)C)C4(C1=CC(=O)CC4)C. Cell line: SK-MEL-28. Synergy scores: CSS=-5.32, Synergy_ZIP=4.69, Synergy_Bliss=2.09, Synergy_Loewe=-5.94, Synergy_HSA=-5.65. (2) Drug 1: CC1=C(C=C(C=C1)NC2=NC=CC(=N2)N(C)C3=CC4=NN(C(=C4C=C3)C)C)S(=O)(=O)N.Cl. Drug 2: C1=C(C(=O)NC(=O)N1)F. Cell line: OVCAR-5. Synergy scores: CSS=33.7, Synergy_ZIP=2.33, Synergy_Bliss=1.99, Synergy_Loewe=-4.47, Synergy_HSA=0.619. (3) Drug 1: CS(=O)(=O)C1=CC(=C(C=C1)C(=O)NC2=CC(=C(C=C2)Cl)C3=CC=CC=N3)Cl. Drug 2: C(CC(=O)O)C(=O)CN.Cl. Cell line: NCI/ADR-RES. Synergy scores: CSS=3.57, Synergy_ZIP=-2.56, Synergy_Bliss=-2.35, Synergy_Loewe=-5.44, Synergy_HSA=-3.08. (4) Drug 1: CS(=O)(=O)C1=CC(=C(C=C1)C(=O)NC2=CC(=C(C=C2)Cl)C3=CC=CC=N3)Cl. Drug 2: CC(C)CN1C=NC2=C1C3=CC=CC=C3N=C2N. Cell line: HCT-15. Synergy scores: CSS=3.73, Synergy_ZIP=-0.652, Synergy_Bliss=1.20, Synergy_Loewe=0.350, Synergy_HSA=-0.0290.